Dataset: Full USPTO retrosynthesis dataset with 1.9M reactions from patents (1976-2016). Task: Predict the reactants needed to synthesize the given product. (1) Given the product [CH2:1]([O:3][C:4](=[O:26])[CH2:5][C:6]1[CH:7]=[C:8]([C:14]2[CH:19]=[CH:18][C:17]([C:20]([F:23])([F:21])[F:22])=[CH:16][C:15]=2[CH2:24][NH:25][C:35]([NH:34][CH2:27][C:28]2[CH:33]=[CH:32][CH:31]=[CH:30][CH:29]=2)=[O:36])[C:9]([O:12][CH3:13])=[CH:10][CH:11]=1)[CH3:2], predict the reactants needed to synthesize it. The reactants are: [CH2:1]([O:3][C:4](=[O:26])[CH2:5][C:6]1[CH:7]=[C:8]([C:14]2[CH:19]=[CH:18][C:17]([C:20]([F:23])([F:22])[F:21])=[CH:16][C:15]=2[CH2:24][NH2:25])[C:9]([O:12][CH3:13])=[CH:10][CH:11]=1)[CH3:2].[CH2:27]([N:34]=[C:35]=[O:36])[C:28]1[CH:33]=[CH:32][CH:31]=[CH:30][CH:29]=1. (2) The reactants are: C(OC([N:8]1[CH2:13][CH2:12][C:11]([C:21]2[CH:26]=[CH:25][C:24](Br)=[CH:23][CH:22]=2)([C:14]2[CH:19]=[CH:18][C:17]([Cl:20])=[CH:16][CH:15]=2)[CH2:10][CH2:9]1)=O)(C)(C)C.C([O:31][B:32](OC(C)C)[O:33]C(C)C)(C)C.C([Li])CCC. Given the product [Cl:20][C:17]1[CH:18]=[CH:19][C:14]([C:11]2([C:21]3[CH:26]=[CH:25][C:24]([B:32]([OH:33])[OH:31])=[CH:23][CH:22]=3)[CH2:12][CH2:13][NH:8][CH2:9][CH2:10]2)=[CH:15][CH:16]=1, predict the reactants needed to synthesize it. (3) Given the product [CH:16]12[CH2:25][CH:20]3[CH2:21][CH:22]([CH2:24][CH:18]([CH2:19]3)[CH:17]1[C:8]1[CH:7]=[CH:6][C:5]3[C:10](=[C:11]([N+:13]([O-:15])=[O:14])[CH:12]=[C:3]([O:2][CH3:1])[CH:4]=3)[N:9]=1)[CH2:23]2, predict the reactants needed to synthesize it. The reactants are: [CH3:1][O:2][C:3]1[CH:4]=[C:5]2[C:10](=[C:11]([N+:13]([O-:15])=[O:14])[CH:12]=1)[N:9]=[CH:8][CH:7]=[CH:6]2.[C:16]12(C(O)=O)[CH2:25][CH:20]3[CH2:21][CH:22]([CH2:24][CH:18]([CH2:19]3)[CH2:17]1)[CH2:23]2.OS(O)(=O)=O.S(OOS([O-])(=O)=O)([O-])(=O)=O.[NH4+].[NH4+].C(=O)=O.[NH4+].[OH-]. (4) The reactants are: [Cl:1][C:2]1[N:10](CC=C)[C:9]2[C:8](=[O:14])[NH:7][C:6](=[O:15])[N:5]([CH2:16][CH2:17][CH2:18][CH2:19][CH3:20])[C:4]=2[N:3]=1.[Cl:21][C:22]1[CH:27]=[CH:26][C:25]([CH2:28][C:29]2[N:33]=[C:32]([CH2:34][CH2:35][CH2:36]O)[O:31][N:30]=2)=[CH:24][CH:23]=1.C1(P(C2C=CC=CC=2)C2C=CC=CC=2)C=CC=CC=1.[CH:57]1[CH:62]=[CH:61][C:60]([CH2:63][O:64][C:65](/[N:67]=[N:68]/[C:69]([O:71][CH2:72][C:73]2[CH:78]=[CH:77][CH:76]=[CH:75][CH:74]=2)=[O:70])=[O:66])=[CH:59][CH:58]=1. Given the product [Cl:1][C:2]1[NH:10][C:9]2[C:8](=[O:14])[N:7]([CH2:36][CH2:35][CH2:34][C:32]3[O:31][N:30]=[C:29]([CH2:28][C:25]4[CH:24]=[CH:23][C:22]([Cl:21])=[CH:27][CH:26]=4)[N:33]=3)[C:6](=[O:15])[N:5]([CH2:16][CH2:17][CH2:18][CH2:19][CH3:20])[C:4]=2[N:3]=1.[CH:76]1[CH:75]=[CH:74][C:73]([CH2:72][O:71][C:69](/[N:68]=[N:67]/[C:65]([O:64][CH2:63][C:60]2[CH:61]=[CH:62][CH:57]=[CH:58][CH:59]=2)=[O:66])=[O:70])=[CH:78][CH:77]=1, predict the reactants needed to synthesize it. (5) Given the product [CH2:42]([O:49][C:40]([NH:37][C:6]1[N:7]([CH3:14])[C:8]2[C:13]([C:5]=1[C:3]([O:2][CH3:1])=[O:4])=[CH:12][CH:11]=[CH:10][CH:9]=2)=[O:25])[C:43]1[CH:48]=[CH:47][CH:46]=[CH:45][CH:44]=1, predict the reactants needed to synthesize it. The reactants are: [CH3:1][O:2][C:3]([C:5]1[C:13]2[C:8](=[CH:9][CH:10]=[CH:11][CH:12]=2)[N:7]([CH3:14])[C:6]=1C(O)=O)=[O:4].C1(P(N=[N+]=[N-])(C2C=CC=CC=2)=[O:25])C=CC=CC=1.CC[N:37]([CH2:40]C)CC.[CH2:42]([OH:49])[C:43]1[CH:48]=[CH:47][CH:46]=[CH:45][CH:44]=1. (6) Given the product [OH:9][N:8]=[C:7]([Cl:13])[C:6]1[CH:10]=[CH:11][CH:12]=[C:4]([N+:1]([O-:3])=[O:2])[CH:5]=1, predict the reactants needed to synthesize it. The reactants are: [N+:1]([C:4]1[CH:5]=[C:6]([CH:10]=[CH:11][CH:12]=1)[CH:7]=[N:8][OH:9])([O-:3])=[O:2].[ClH:13].[O-]Cl.[Na+]. (7) Given the product [F:9][C:10]1[CH:15]=[CH:14][C:13]([CH2:16][C:17]([C:19]2[CH:24]=[CH:23][N:22]=[CH:21][CH:20]=2)=[N:7][OH:8])=[CH:12][CH:11]=1, predict the reactants needed to synthesize it. The reactants are: C([O-])(=O)C.[Na+].Cl.[NH2:7][OH:8].[F:9][C:10]1[CH:15]=[CH:14][C:13]([CH2:16][C:17]([C:19]2[CH:24]=[CH:23][N:22]=[CH:21][CH:20]=2)=O)=[CH:12][CH:11]=1.